This data is from Full USPTO retrosynthesis dataset with 1.9M reactions from patents (1976-2016). The task is: Predict the reactants needed to synthesize the given product. (1) Given the product [F:18][B-:19]([F:22])([F:21])[F:20].[CH3:13][O:12][C:10]([C:9]1[CH:14]=[CH:15][C:6]([N+:5]#[N:1])=[C:7]([CH3:16])[CH:8]=1)=[O:11], predict the reactants needed to synthesize it. The reactants are: [N:1]([O-])=O.[Na+].[NH2:5][C:6]1[CH:15]=[CH:14][C:9]([C:10]([O:12][CH3:13])=[O:11])=[CH:8][C:7]=1[CH3:16].Cl.[F:18][B-:19]([F:22])([F:21])[F:20].[Na+]. (2) Given the product [CH2:1]([O:3][C:4]([C:6]1([CH2:12][S:13]([C:16]2[CH:17]=[CH:18][C:19]([O:22][CH2:23][C:24]#[C:25][CH3:26])=[CH:20][CH:21]=2)(=[O:15])=[O:14])[CH2:7][CH2:8][N:9]([CH2:4][C:6]#[C:7][CH2:8][O:34][C:33]([NH:32][C:36]2[CH:41]=[CH:40][CH:39]=[C:38]([Cl:42])[CH:37]=2)=[O:35])[CH2:10][CH2:11]1)=[O:5])[CH3:2].[CH2:1]([O:3][C:4]([C:6]1([CH2:12][S:13]([C:16]2[CH:17]=[CH:18][C:19]([O:22][CH2:23][C:24]#[C:25][CH3:26])=[CH:20][CH:21]=2)(=[O:15])=[O:14])[CH2:7][CH2:8][N:9]([CH2:21][C:16]#[C:17][CH2:18][O:34][C:33]([NH:32][C:36]2[CH:41]=[CH:40][CH:39]=[C:38]([Cl:42])[CH:37]=2)=[O:35])[CH2:10][CH2:11]1)=[O:5])[CH3:2], predict the reactants needed to synthesize it. The reactants are: [CH2:1]([O:3][C:4]([C:6]1([CH2:12][S:13]([C:16]2[CH:21]=[CH:20][C:19]([O:22][CH2:23][C:24]#[C:25][CH3:26])=[CH:18][CH:17]=2)(=[O:15])=[O:14])[CH2:11][CH2:10][NH:9][CH2:8][CH2:7]1)=[O:5])[CH3:2].ClCC#CC[N:32]([C:36]1[CH:41]=[CH:40][CH:39]=[C:38]([Cl:42])[CH:37]=1)[C:33](=[O:35])[O-:34]. (3) Given the product [CH2:16]([CH:15]([NH:14][C:11]1[CH:10]=[C:9]([CH3:20])[N:8]=[C:7]([O:6][C:5]2[C:21]([CH3:23])=[CH:22][C:2]([CH:32]=[O:33])=[CH:3][C:4]=2[CH3:24])[C:12]=1[CH3:13])[CH2:18][CH3:19])[CH3:17], predict the reactants needed to synthesize it. The reactants are: Br[C:2]1[CH:22]=[C:21]([CH3:23])[C:5]([O:6][C:7]2[C:12]([CH3:13])=[C:11]([NH:14][CH:15]([CH2:18][CH3:19])[CH2:16][CH3:17])[CH:10]=[C:9]([CH3:20])[N:8]=2)=[C:4]([CH3:24])[CH:3]=1.C([Li])CCC.C1C[O:33][CH2:32]C1. (4) Given the product [CH3:28][O:29][C:30]1[N:35]=[C:34](/[CH:36]=[CH:37]/[C:38]2[N:42]=[C:6]3[CH:5]([C:10]4[CH:15]=[C:14]([F:16])[C:13]([F:17])=[C:12]([F:18])[CH:11]=4)[CH2:4][CH2:3][N:8]3[N:9]=2)[CH:33]=[CH:32][C:31]=1[N:43]1[CH:47]=[C:46]([CH3:48])[N:45]=[CH:44]1, predict the reactants needed to synthesize it. The reactants are: Cl.Cl[CH2:3][CH2:4][CH:5]([C:10]1[CH:15]=[C:14]([F:16])[C:13]([F:17])=[C:12]([F:18])[CH:11]=1)[C:6]([NH:8][NH2:9])=O.C(N(CC)CC)C.Cl.Cl.[CH3:28][O:29][C:30]1[N:35]=[C:34](/[CH:36]=[CH:37]/[C:38](=[NH:42])OCC)[CH:33]=[CH:32][C:31]=1[N:43]1[CH:47]=[C:46]([CH3:48])[N:45]=[CH:44]1. (5) The reactants are: [CH3:1][C:2]1[C:6]2[CH:7]=[CH:8][CH:9]=[CH:10][C:5]=2[O:4][C:3]=1[C:11](=O)[CH3:12].[CH3:14][C:15]([S@:18]([NH2:20])=[O:19])([CH3:17])[CH3:16].[Na+].[Cl-]. Given the product [CH3:1][C:2]1[C:6]2[CH:7]=[CH:8][CH:9]=[CH:10][C:5]=2[O:4][C:3]=1[C:11](=[N:20][S@@:18]([C:15]([CH3:17])([CH3:16])[CH3:14])=[O:19])[CH3:12], predict the reactants needed to synthesize it. (6) Given the product [Cl:1][C:2]1[CH:3]=[C:4]([N:27]2[C:32](=[O:33])[NH:31][C:30](=[O:34])[CH:29]=[N:28]2)[CH:5]=[C:6]([CH3:26])[C:7]=1[O:8][C:9]1[CH:14]=[CH:13][C:12]([OH:15])=[C:11]([S:17]([C:20]2[CH:21]=[CH:22][CH:23]=[CH:24][CH:25]=2)(=[O:19])=[O:18])[CH:10]=1, predict the reactants needed to synthesize it. The reactants are: [Cl:1][C:2]1[CH:3]=[C:4]([N:27]2[C:32](=[O:33])[NH:31][C:30](=[O:34])[CH:29]=[N:28]2)[CH:5]=[C:6]([CH3:26])[C:7]=1[O:8][C:9]1[CH:14]=[CH:13][C:12]([O:15]C)=[C:11]([S:17]([C:20]2[CH:25]=[CH:24][CH:23]=[CH:22][CH:21]=2)(=[O:19])=[O:18])[CH:10]=1.B(Cl)(Cl)Cl. (7) Given the product [O:12]([CH:10]([C:9]1[N:1]=[CH:2][N:3]=[C:4]2[C:8]=1[NH:7][CH:6]=[N:5]2)[CH3:11])[Si:18]([C:21]([CH3:24])([CH3:23])[CH3:22])([CH3:20])[CH3:19], predict the reactants needed to synthesize it. The reactants are: [N:1]1[C:9]([CH:10]([OH:12])[CH3:11])=[C:8]2[C:4]([N:5]=[CH:6][NH:7]2)=[N:3][CH:2]=1.N1C=CN=C1.[Si:18](Cl)([C:21]([CH3:24])([CH3:23])[CH3:22])([CH3:20])[CH3:19]. (8) Given the product [CH2:1]([O:3][C:4]([C:6]1([C:28]([O:30][CH2:39][CH3:40])=[O:29])[CH2:10][CH2:9][CH:8]([N:11]([CH3:37])[CH2:12][C:13]2[CH:14]=[CH:15][C:16]([CH2:19][CH2:20][CH2:21][CH2:22][CH2:23][CH2:24][CH2:25][CH2:26][CH3:27])=[CH:17][CH:18]=2)[CH2:7]1)=[O:5])[CH3:2], predict the reactants needed to synthesize it. The reactants are: [CH2:1]([O:3][C:4]([C:6]1([C:28]([OH:30])=[O:29])[CH2:10][CH2:9][CH:8]([NH:11][CH2:12][C:13]2[CH:18]=[CH:17][C:16]([CH2:19][CH2:20][CH2:21][CH2:22][CH2:23][CH2:24][CH2:25][CH2:26][CH3:27])=[CH:15][CH:14]=2)[CH2:7]1)=[O:5])[CH3:2].C(=O)([O-])[O-].[K+].[K+].[CH3:37]I.[CH3:39][C:40](C)=O.